Task: Predict the product of the given reaction.. Dataset: Forward reaction prediction with 1.9M reactions from USPTO patents (1976-2016) (1) The product is: [CH2:1]([O:8][C@H:9]1[C@@:13]([CH2:14][O:15][C:40]([C:49]2[CH:54]=[CH:53][CH:52]=[CH:51][CH:50]=2)([C:41]2[CH:46]=[CH:45][C:44]([O:47][CH3:48])=[CH:43][CH:42]=2)[C:39]2[CH:38]=[CH:37][C:36]([O:35][CH3:34])=[CH:57][CH:56]=2)([CH2:16][OH:17])[O:12][C@@H:11]([N:18]2[CH:26]=[C:24]([CH3:25])[C:22](=[O:23])[NH:21][C:19]2=[O:20])[C@@H:10]1[OH:27])[C:2]1[CH:3]=[CH:4][CH:5]=[CH:6][CH:7]=1. Given the reactants [CH2:1]([O:8][C@H:9]1[C:13]([CH2:16][OH:17])([CH2:14][OH:15])[O:12][C@@H:11]([N:18]2[CH:26]=[C:24]([CH3:25])[C:22](=[O:23])[NH:21][C:19]2=[O:20])[C@@H:10]1[OH:27])[C:2]1[CH:7]=[CH:6][CH:5]=[CH:4][CH:3]=1.N1C=CC=CC=1.[CH3:34][O:35][C:36]1[CH:57]=[CH:56][C:39]([C:40](Cl)([C:49]2[CH:54]=[CH:53][CH:52]=[CH:51][CH:50]=2)[C:41]2[CH:46]=[CH:45][C:44]([O:47][CH3:48])=[CH:43][CH:42]=2)=[CH:38][CH:37]=1, predict the reaction product. (2) Given the reactants CN(C(ON1N=NC2C=CC=NC1=2)=[N+](C)C)C.F[P-](F)(F)(F)(F)F.[C:25]([O:29][C:30]([NH:32][CH2:33][C:34]([OH:36])=O)=[O:31])([CH3:28])([CH3:27])[CH3:26].Cl.[NH2:38][C@@H:39]([C@H:44]([OH:46])[CH3:45])[C:40]([O:42][CH3:43])=[O:41].CCN(C(C)C)C(C)C, predict the reaction product. The product is: [C:25]([O:29][C:30]([NH:32][CH2:33][C:34]([NH:38][CH:39]([CH:44]([OH:46])[CH3:45])[C:40]([O:42][CH3:43])=[O:41])=[O:36])=[O:31])([CH3:26])([CH3:27])[CH3:28]. (3) Given the reactants [CH3:1][C:2]([C:6]1[CH:11]=[CH:10][C:9]([CH2:12][C:13]2[C:22]3[C:17](=[CH:18][CH:19]=[C:20](B4OC(C)(C)C(C)(C)O4)[CH:21]=3)[N:16]=[CH:15][C:14]=2[N+:32]([O-:34])=[O:33])=[CH:8][CH:7]=1)([CH3:5])[C:3]#[N:4].Br[C:36]1[CH:37]=[CH:38][C:39]([NH:42][C:43](=[O:45])[CH3:44])=[N:40][CH:41]=1.C([O-])([O-])=O.[K+].[K+].C1(C)C=CC=CC=1, predict the reaction product. The product is: [C:3]([C:2]([C:6]1[CH:11]=[CH:10][C:9]([CH2:12][C:13]2[C:22]3[C:17](=[CH:18][CH:19]=[C:20]([C:36]4[CH:37]=[CH:38][C:39]([NH:42][C:43](=[O:45])[CH3:44])=[N:40][CH:41]=4)[CH:21]=3)[N:16]=[CH:15][C:14]=2[N+:32]([O-:34])=[O:33])=[CH:8][CH:7]=1)([CH3:1])[CH3:5])#[N:4]. (4) Given the reactants [ClH:1].[N:2]12[CH2:11][CH:6]3[CH2:7][CH:8]([CH2:10][CH:4]([C@H:5]3[NH2:12])[CH2:3]1)[CH2:9]2.[S:13]1[C:17]2[S:18][CH:19]=[CH:20][C:16]=2[CH:15]=[C:14]1[C:21](O)=[O:22].N, predict the reaction product. The product is: [ClH:1].[N:2]12[CH2:11][CH:6]3[CH2:7][CH:8]([CH2:10][CH:4]([C@H:5]3[NH:12][C:21]([C:14]3[S:13][C:17]4[S:18][CH:19]=[CH:20][C:16]=4[CH:15]=3)=[O:22])[CH2:3]1)[CH2:9]2. (5) The product is: [NH3:1].[N:1]1([CH2:7][CH2:8][CH2:9][O:10][C:11]2[CH:18]=[CH:17][C:14]([CH2:15][N:19]3[CH2:24][CH2:23][CH2:22][CH2:21][CH:20]3[C:25]3[CH:26]=[N:27][CH:28]=[CH:29][CH:30]=3)=[CH:13][CH:12]=2)[CH2:6][CH2:5][CH2:4][CH2:3][CH2:2]1. Given the reactants [N:1]1([CH2:7][CH2:8][CH2:9][O:10][C:11]2[CH:18]=[CH:17][C:14]([CH:15]=O)=[CH:13][CH:12]=2)[CH2:6][CH2:5][CH2:4][CH2:3][CH2:2]1.[NH:19]1[CH2:24][CH2:23][CH2:22][CH2:21][CH:20]1[C:25]1[CH:26]=[N:27][CH:28]=[CH:29][CH:30]=1.C(O[BH-](OC(=O)C)OC(=O)C)(=O)C.[Na+].[OH-].[Na+], predict the reaction product. (6) Given the reactants [Cl-].[F:2][C:3]1[CH:28]=[CH:27][C:6]([CH2:7]P(C2C=CC=CC=2)(C2C=CC=CC=2)C2C=CC=CC=2)=[CH:5][CH:4]=1.[H-].[Na+].[N:31]1([CH2:36][C:37]([N:39]2[CH2:43][C:42](=O)[CH2:41][C@H:40]2[C:45]([NH:47][C:48]2[CH:53]=[CH:52][C:51]([O:54][C:55]3[CH:60]=[CH:59][C:58]([F:61])=[CH:57][CH:56]=3)=[CH:50][CH:49]=2)=[O:46])=[O:38])[CH:35]=[N:34][CH:33]=[N:32]1, predict the reaction product. The product is: [N:31]1([CH2:36][C:37]([N:39]2[CH2:43][C:42](=[CH:7][C:6]3[CH:5]=[CH:4][C:3]([F:2])=[CH:28][CH:27]=3)[CH2:41][C@H:40]2[C:45]([NH:47][C:48]2[CH:53]=[CH:52][C:51]([O:54][C:55]3[CH:56]=[CH:57][C:58]([F:61])=[CH:59][CH:60]=3)=[CH:50][CH:49]=2)=[O:46])=[O:38])[CH:35]=[N:34][CH:33]=[N:32]1.